From a dataset of Catalyst prediction with 721,799 reactions and 888 catalyst types from USPTO. Predict which catalyst facilitates the given reaction. (1) Reactant: [CH2:1]([C:4]1(O)[C:13]2[C:8](=[CH:9][CH:10]=[C:11]([B:14]3[O:18][C:17]([CH3:20])([CH3:19])[C:16]([CH3:22])([CH3:21])[O:15]3)[CH:12]=2)[O:7][CH2:6][CH2:5]1)[CH:2]=[CH2:3].C([SiH](CC)CC)C.C(O)(C(F)(F)F)=O. Product: [CH2:1]([CH:4]1[C:13]2[C:8](=[CH:9][CH:10]=[C:11]([B:14]3[O:18][C:17]([CH3:20])([CH3:19])[C:16]([CH3:22])([CH3:21])[O:15]3)[CH:12]=2)[O:7][CH2:6][CH2:5]1)[CH:2]=[CH2:3]. The catalyst class is: 26. (2) Reactant: [F-].C([N+](CCCC)(CCCC)CCCC)CCC.[Si]([O:26][CH2:27][C:28]1[CH:33]=[CH:32][C:31]([C:34]([C:36]2[CH:37]=[N:38][CH:39]=[CH:40][CH:41]=2)=[O:35])=[CH:30][CH:29]=1)(C(C)(C)C)(C)C. Product: [N:38]1[CH:39]=[CH:40][CH:41]=[C:36]([C:34]([C:31]2[CH:30]=[CH:29][C:28]([CH2:27][OH:26])=[CH:33][CH:32]=2)=[O:35])[CH:37]=1. The catalyst class is: 1. (3) The catalyst class is: 309. Product: [CH2:1]([C:3]1[N:12]=[C:11]([N:12]2[CH2:3][CH2:20][N:19]([C:22]3[CH:10]=[CH:5][CH:6]=[CH:7][C:8]=3[O:14][CH3:15])[CH2:18][CH2:11]2)[C:10]2[C:5](=[CH:6][C:7]([O:16][CH3:17])=[C:8]([O:14][CH3:15])[CH:9]=2)[N:4]=1)[CH3:2]. Reactant: [CH2:1]([C:3]1[N:12]=[C:11](O)[C:10]2[C:5](=[CH:6][C:7]([O:16][CH3:17])=[C:8]([O:14][CH3:15])[CH:9]=2)[N:4]=1)[CH3:2].[CH3:18][N:19]([CH3:22])[CH:20]=O. (4) Reactant: [C:1]([OH:6])(=[O:5])[C:2]([CH3:4])=[CH2:3].[Fe:7].[N+]([O-])([O-])=O.[Fe+2].[N+]([O-])([O-])=O. Product: [C:1]([O-:6])(=[O:5])[C:2]([CH3:4])=[CH2:3].[Fe+2:7].[C:1]([O-:6])(=[O:5])[C:2]([CH3:4])=[CH2:3]. The catalyst class is: 6. (5) Reactant: [NH:1]([C:3]1[N:4]=[C:5]2[CH:11]=[CH:10][N:9]([S:12]([C:15]3[CH:21]=[CH:20][C:18]([CH3:19])=[CH:17][CH:16]=3)(=[O:14])=[O:13])[C:6]2=[N:7][CH:8]=1)[NH2:2].[N:22]1([C:28](Cl)=[O:29])[CH2:27][CH2:26][CH2:25][CH2:24][CH2:23]1.C(Cl)Cl. Product: [S:12]([N:9]1[C:6]2=[N:7][CH:8]=[C:3]([NH:1][NH:2][C:28]([N:22]3[CH2:27][CH2:26][CH2:25][CH2:24][CH2:23]3)=[O:29])[N:4]=[C:5]2[CH:11]=[CH:10]1)([C:15]1[CH:21]=[CH:20][C:18]([CH3:19])=[CH:17][CH:16]=1)(=[O:13])=[O:14]. The catalyst class is: 22. (6) Reactant: [H-].[Al+3].[Li+].[H-].[H-].[H-].C(O[C:15]([N:17]1[CH2:22][CH2:21][CH2:20][CH2:19][C@@H:18]1[CH2:23][N:24]1[CH:28]=[C:27]([C:29]2[CH:34]=[CH:33][C:32]([F:35])=[C:31]([C:36](F)([F:38])[F:37])[CH:30]=2)[N:26]=[C:25]1[CH:40]1[CH2:45][CH2:44][NH:43][CH2:42][CH2:41]1)=O)C1C=CC=CC=1. Product: [F:38][CH:36]([F:37])[C:31]1[CH:30]=[C:29]([C:27]2[N:26]=[C:25]([CH:40]3[CH2:41][CH2:42][NH:43][CH2:44][CH2:45]3)[N:24]([CH2:23][C@H:18]3[CH2:19][CH2:20][CH2:21][CH2:22][N:17]3[CH3:15])[CH:28]=2)[CH:34]=[CH:33][C:32]=1[F:35]. The catalyst class is: 1. (7) Reactant: [CH2:1]([O:8][C:9]([NH:11][CH:12]([C:16]1[CH:21]=[CH:20][CH:19]=[C:18]([O:22][CH2:23][C:24]2[CH:29]=[CH:28][CH:27]=[CH:26][CH:25]=2)[CH:17]=1)[C:13]([OH:15])=[O:14])=[O:10])[C:2]1[CH:7]=[CH:6][CH:5]=[CH:4][CH:3]=1.C1(N=C=NC2CCCCC2)CCCCC1.O.ON1C2C=CC=CC=2N=N1.[N:56]12[CH2:63][CH2:62][CH:59]([CH2:60][CH2:61]1)[C@@H:58](O)[CH2:57]2. Product: [N:56]12[CH2:63][CH2:62][CH:59]([CH2:60][CH2:61]1)[C@@H:58]([O:14][C:13](=[O:15])[CH:12]([NH:11][C:9]([O:8][CH2:1][C:2]1[CH:7]=[CH:6][CH:5]=[CH:4][CH:3]=1)=[O:10])[C:16]1[CH:21]=[CH:20][CH:19]=[C:18]([O:22][CH2:23][C:24]3[CH:29]=[CH:28][CH:27]=[CH:26][CH:25]=3)[CH:17]=1)[CH2:57]2. The catalyst class is: 7.